This data is from Forward reaction prediction with 1.9M reactions from USPTO patents (1976-2016). The task is: Predict the product of the given reaction. (1) The product is: [ClH:25].[Cl:25][C:15]1[C:14]2[C:19](=[CH:20][C:11]([S:8]([N:6]([CH3:7])[C:5]3([C:4]([OH:30])=[O:3])[CH2:29][CH2:28][CH2:27][CH2:26]3)(=[O:9])=[O:10])=[CH:12][CH:13]=2)[C:18]([NH:21][C:22]([NH2:24])=[NH:23])=[N:17][CH:16]=1. Given the reactants C([O:3][C:4](=[O:30])[C:5]1([CH2:29][CH2:28][CH2:27][CH2:26]1)[N:6]([S:8]([C:11]1[CH:20]=[C:19]2[C:14]([C:15]([Cl:25])=[CH:16][N:17]=[C:18]2[NH:21][C:22]([NH2:24])=[NH:23])=[CH:13][CH:12]=1)(=[O:10])=[O:9])[CH3:7])C.Cl, predict the reaction product. (2) Given the reactants [F:1][C@H:2]1[CH2:7][CH2:6][C@H:5]([N:8]2[CH2:12][CH2:11][CH2:10][C:9]2=[O:13])[CH2:4][CH2:3]1.[Li+].CC([N-]C(C)C)C.[Cl:22][C:23]1[CH:24]=[C:25]([O:36][S:37]([C:40]([F:43])([F:42])[F:41])(=[O:39])=[O:38])[CH:26]=[C:27]([Cl:35])[C:28]=1[CH2:29]OS(C)(=O)=O, predict the reaction product. The product is: [Cl:22][C:23]1[CH:24]=[C:25]([O:36][S:37]([C:40]([F:42])([F:43])[F:41])(=[O:39])=[O:38])[CH:26]=[C:27]([Cl:35])[C:28]=1[CH2:29][CH:10]1[CH2:11][CH2:12][N:8]([C@H:5]2[CH2:6][CH2:7][C@H:2]([F:1])[CH2:3][CH2:4]2)[C:9]1=[O:13]. (3) Given the reactants Cl[C:2]1[C:7]([C:8]([O:10][CH2:11][CH3:12])=[O:9])=[CH:6][C:5]([C:13]#[N:14])=[C:4]([CH3:15])[N:3]=1.[CH3:16][C:17]1[CH:22]=[C:21]([CH3:23])[CH:20]=[C:19]([CH3:24])[C:18]=1[OH:25].C(=O)([O-])[O-].[Cs+].[Cs+], predict the reaction product. The product is: [C:13]([C:5]1[CH:6]=[C:7]([C:8]([O:10][CH2:11][CH3:12])=[O:9])[C:2]([O:25][C:18]2[C:19]([CH3:24])=[CH:20][C:21]([CH3:23])=[CH:22][C:17]=2[CH3:16])=[N:3][C:4]=1[CH3:15])#[N:14].